This data is from Forward reaction prediction with 1.9M reactions from USPTO patents (1976-2016). The task is: Predict the product of the given reaction. Given the reactants [O:1]1[CH:5]=[CH:4][N:3]=[C:2]1[C:6](=[O:30])[CH2:7][CH2:8][CH2:9][CH:10]1[CH2:15][CH2:14][N:13]([CH2:16][C:17]2[CH:22]=[CH:21][CH:20]=[C:19]([O:23][C:24]3[CH:29]=[CH:28][CH:27]=[CH:26][CH:25]=3)[CH:18]=2)[CH2:12][CH2:11]1.[ClH:31], predict the reaction product. The product is: [ClH:31].[O:1]1[CH:5]=[CH:4][N:3]=[C:2]1[C:6](=[O:30])[CH2:7][CH2:8][CH2:9][CH:10]1[CH2:15][CH2:14][N:13]([CH2:16][C:17]2[CH:22]=[CH:21][CH:20]=[C:19]([O:23][C:24]3[CH:29]=[CH:28][CH:27]=[CH:26][CH:25]=3)[CH:18]=2)[CH2:12][CH2:11]1.